The task is: Predict the reactants needed to synthesize the given product.. This data is from Full USPTO retrosynthesis dataset with 1.9M reactions from patents (1976-2016). (1) Given the product [C:73]([NH:68][C:67]1[C:66]2[N:65]=[CH:64][N:63]([C:72]=2[N:71]=[CH:70][N:69]=1)[C@@H:16]1[O:17][C@H:18]([CH2:38][O:39][C:40]([C:57]2[CH:58]=[CH:59][CH:60]=[CH:61][CH:62]=2)([C:41]2[CH:46]=[CH:45][C:44]([O:47][CH3:48])=[CH:43][CH:42]=2)[C:49]2[CH:54]=[CH:53][C:52]([O:55][CH3:56])=[CH:51][CH:50]=2)[C@@:19]([Si:21]([C:34]([CH3:35])([CH3:36])[CH3:37])([C:22]2[CH:27]=[CH:26][CH:25]=[CH:24][CH:23]=2)[C:28]2[CH:29]=[CH:30][CH:31]=[CH:32][CH:33]=2)([OH:20])[C@H:15]1[O:14][CH2:13][CH2:12][CH2:11][CH2:10][CH2:9][NH:8][C:6]([O:5][CH2:4][CH2:3][C:1]#[N:2])=[O:7])(=[O:80])[C:74]1[CH:79]=[CH:78][CH:77]=[CH:76][CH:75]=1, predict the reactants needed to synthesize it. The reactants are: [C:1]([CH2:3][CH2:4][O:5][C:6]([NH:8][CH2:9][CH2:10][CH2:11][CH2:12][CH2:13][O:14][C@@H:15]1[C@:19]([Si:21]([C:34]([CH3:37])([CH3:36])[CH3:35])([C:28]2[CH:33]=[CH:32][CH:31]=[CH:30][CH:29]=2)[C:22]2[CH:27]=[CH:26][CH:25]=[CH:24][CH:23]=2)([OH:20])[C@@H:18]([CH2:38][O:39][C:40]([C:57]2[CH:62]=[CH:61][CH:60]=[CH:59][CH:58]=2)([C:49]2[CH:54]=[CH:53][C:52]([O:55][CH3:56])=[CH:51][CH:50]=2)[C:41]2[CH:46]=[CH:45][C:44]([O:47][CH3:48])=[CH:43][CH:42]=2)[O:17][C@H:16]1[N:63]1[C:72]2[N:71]=[CH:70][N:69]=[C:67]([NH2:68])[C:66]=2[N:65]=[CH:64]1)=[O:7])#[N:2].[C:73](C1NN=NN=1)(=[O:80])[C:74]1[CH:79]=[CH:78][CH:77]=[CH:76][CH:75]=1.CC(C)=O.C(Cl)Cl. (2) Given the product [N:24]1[CH:29]=[CH:28][C:27]([NH:30][C:10]([C:7]2[CH:8]=[CH:9][C:4]3[N:3]=[CH:2][S:1][C:5]=3[CH:6]=2)=[O:12])=[CH:26][CH:25]=1, predict the reactants needed to synthesize it. The reactants are: [S:1]1[C:5]2[CH:6]=[C:7]([C:10]([OH:12])=O)[CH:8]=[CH:9][C:4]=2[N:3]=[CH:2]1.CN(C)C=O.C(Cl)(=O)C(Cl)=O.[N:24]1[CH:29]=[CH:28][C:27]([NH2:30])=[CH:26][CH:25]=1.C(N(CC)CC)C. (3) Given the product [F:35][C:36]([F:41])([F:40])[C:37]([OH:39])=[O:38].[Cl:19][C:15]1[CH:14]=[C:13]([CH:12]2[C:11]([C:22]3[CH:27]=[CH:26][C:25]([Cl:28])=[CH:24][CH:23]=3)([C:20]#[N:21])[CH:10]([CH:29]3[CH2:34][CH2:33][CH2:32][CH2:31][CH2:30]3)[NH:9][CH:8]2[C:6]([OH:7])=[O:5])[CH:18]=[CH:17][CH:16]=1, predict the reactants needed to synthesize it. The reactants are: C([O:5][C:6]([CH:8]1[CH:12]([C:13]2[CH:18]=[CH:17][CH:16]=[C:15]([Cl:19])[CH:14]=2)[C:11]([C:22]2[CH:27]=[CH:26][C:25]([Cl:28])=[CH:24][CH:23]=2)([C:20]#[N:21])[CH:10]([CH:29]2[CH2:34][CH2:33][CH2:32][CH2:31][CH2:30]2)[NH:9]1)=[O:7])(C)(C)C.[F:35][C:36]([F:41])([F:40])[C:37]([OH:39])=[O:38]. (4) Given the product [ClH:20].[CH3:1][O:2][N:3]([CH3:19])[C:4]1[N:9]=[C:8]([NH:10][CH2:11][CH:12]2[CH2:13][CH2:14]2)[N:7]=[C:6]([NH:15][CH2:16][C:17]#[CH:18])[N:5]=1, predict the reactants needed to synthesize it. The reactants are: [CH3:1][O:2][N:3]([CH3:19])[C:4]1[N:9]=[C:8]([NH:10][CH2:11][CH:12]2[CH2:14][CH2:13]2)[N:7]=[C:6]([NH:15][CH2:16][C:17]#[CH:18])[N:5]=1.[ClH:20].C(OCC)C.Cl.CON(C)C1N=C(NCCC)N=C(NCC#C)N=1. (5) Given the product [Na+:43].[CH3:39][O:38][C:17]1[CH:18]=[CH:19][C:20]2[N:21]=[C:22]([S:25]([CH2:27][C:28]3[C:33]([CH3:34])=[C:32]([O:35][CH3:36])[C:31]([CH3:37])=[CH:30][N:29]=3)=[O:26])[NH:23][C:24]=2[C:16]=1[S:13]([C:9]1[C:8]([CH3:40])=[CH:7][C:6]([O:5][CH2:4][C:3]([O-:41])=[O:2])=[CH:11][C:10]=1[CH3:12])(=[O:14])=[O:15], predict the reactants needed to synthesize it. The reactants are: C[O:2][C:3](=[O:41])[CH2:4][O:5][C:6]1[CH:11]=[C:10]([CH3:12])[C:9]([S:13]([C:16]2[C:24]3[NH:23][C:22]([S:25]([CH2:27][C:28]4[C:33]([CH3:34])=[C:32]([O:35][CH3:36])[C:31]([CH3:37])=[CH:30][N:29]=4)=[O:26])=[N:21][C:20]=3[CH:19]=[CH:18][C:17]=2[O:38][CH3:39])(=[O:15])=[O:14])=[C:8]([CH3:40])[CH:7]=1.[OH-].[Na+:43].